From a dataset of Catalyst prediction with 721,799 reactions and 888 catalyst types from USPTO. Predict which catalyst facilitates the given reaction. (1) The catalyst class is: 96. Product: [C:1]([O:5][C:6]([N:8]([CH3:22])[C@H:9]([C:10]([NH:66][C@H:67]([C:71]([N:73]([C@H:74]([CH:83]([CH3:84])[CH3:85])/[CH:75]=[C:76](\[CH3:82])/[C:77]([O:79][CH2:80][CH3:81])=[O:78])[CH3:86])=[O:72])[C@H:68]([CH3:70])[OH:69])=[O:11])[C:13]([CH3:21])([CH3:14])[C:15]1[CH:16]=[CH:17][CH:18]=[CH:19][CH:20]=1)=[O:7])([CH3:3])([CH3:4])[CH3:2]. Reactant: [C:1]([O:5][C:6]([N:8]([CH3:22])[C@@H:9]([C:13]([CH3:21])([C:15]1[CH:20]=[CH:19][CH:18]=[CH:17][CH:16]=1)[CH3:14])[C:10](O)=[O:11])=[O:7])([CH3:4])([CH3:3])[CH3:2].F[P-](F)(F)(F)(F)F.N1(O[P+](N2CCCC2)(N2CCCC2)N2CCCC2)C2C=CC=CC=2N=N1.C(N(C(C)C)CC)(C)C.Cl.[NH2:66][C@H:67]([C:71]([N:73]([CH3:86])[C@@H:74]([CH:83]([CH3:85])[CH3:84])/[CH:75]=[C:76](\[CH3:82])/[C:77]([O:79][CH2:80][CH3:81])=[O:78])=[O:72])[C@H:68]([CH3:70])[OH:69]. (2) Reactant: [NH2:1][C@@H:2]1[C:8](=[O:9])[NH:7][C:6]2[CH:10]=[CH:11][CH:12]=[CH:13][C:5]=2[CH2:4][CH2:3]1.[O:14](C(OC(C)(C)C)=O)[C:15]([O:17][C:18]([CH3:21])([CH3:20])[CH3:19])=O. Product: [C:18]([O:17][C:15](=[O:14])[NH:1][C@@H:2]1[C:8](=[O:9])[NH:7][C:6]2[CH:10]=[CH:11][CH:12]=[CH:13][C:5]=2[CH2:4][CH2:3]1)([CH3:21])([CH3:20])[CH3:19]. The catalyst class is: 34. (3) Reactant: [CH3:1][O:2][C:3]1[CH:4]=[C:5]([C:11]2[CH:21]=[N:20][C:14]3[N:15]=[C:16]([NH2:19])[N:17]=[CH:18][C:13]=3[CH:12]=2)[CH:6]=[C:7]([O:9][CH3:10])[CH:8]=1.[H-].[Na+].F[C:25]1[C:30]([N+:31]([O-:33])=[O:32])=[CH:29][CH:28]=[CH:27][C:26]=1[CH3:34]. Product: [CH3:1][O:2][C:3]1[CH:4]=[C:5]([C:11]2[CH:21]=[N:20][C:14]3[N:15]=[C:16]([NH:19][C:25]4[C:30]([N+:31]([O-:33])=[O:32])=[CH:29][CH:28]=[CH:27][C:26]=4[CH3:34])[N:17]=[CH:18][C:13]=3[CH:12]=2)[CH:6]=[C:7]([O:9][CH3:10])[CH:8]=1. The catalyst class is: 1. (4) Reactant: [Cl:1][C:2]1[CH:11]=[C:10](Cl)[C:9]2[C:4](=[CH:5][CH:6]=[C:7]([O:13][CH3:14])[CH:8]=2)[N:3]=1.[CH3:15][O:16]C1C=CC(N)=CC=1.C(O)(=O)CC(O)=O.C[O-].[Na+]. Product: [Cl:1][C:2]1[CH:11]=[C:10]([O:16][CH3:15])[C:9]2[C:4](=[CH:5][CH:6]=[C:7]([O:13][CH3:14])[CH:8]=2)[N:3]=1. The catalyst class is: 5. (5) Reactant: [C:1]([O:5][C:6]([NH:8][C@H:9]([CH:20]1[CH2:22][CH2:21]1)[CH2:10][C:11](=[O:19])[C:12](=[N+]=[N-])[C:13]([O:15][CH3:16])=[O:14])=[O:7])([CH3:4])([CH3:3])[CH3:2].N#N. Product: [CH:20]1([C@H:9]2[N:8]([C:6]([O:5][C:1]([CH3:4])([CH3:3])[CH3:2])=[O:7])[CH:12]([C:13]([O:15][CH3:16])=[O:14])[C:11](=[O:19])[CH2:10]2)[CH2:22][CH2:21]1. The catalyst class is: 2.